Dataset: Catalyst prediction with 721,799 reactions and 888 catalyst types from USPTO. Task: Predict which catalyst facilitates the given reaction. (1) Reactant: ClN1C(=O)CCC1=O.[Br:9][C:10]1[C:19]2[C:14](=[CH:15][CH:16]=[CH:17][CH:18]=2)[C:13]([CH:20]=[N:21][OH:22])=[CH:12][CH:11]=1.[Cl:23][C:24]1[CH:29]=[C:28]([C:30]([C:32]([F:35])([F:34])[F:33])=[CH2:31])[CH:27]=[C:26]([Cl:36])[CH:25]=1.BrC(C(F)(F)F)=C.FF.C(N(CC)CC)C. Product: [Br:9][C:10]1[C:19]2[C:14](=[CH:15][CH:16]=[CH:17][CH:18]=2)[C:13]([C:20]2[CH2:31][C:30]([C:28]3[CH:27]=[C:26]([Cl:36])[CH:25]=[C:24]([Cl:23])[CH:29]=3)([C:32]([F:33])([F:35])[F:34])[O:22][N:21]=2)=[CH:12][CH:11]=1. The catalyst class is: 35. (2) The catalyst class is: 16. Reactant: FC(F)(F)S(O[CH2:7][C:8]([F:25])([F:24])[C:9]([F:23])([F:22])[C:10]([F:21])([F:20])[C:11]([F:19])([F:18])[C:12]([F:17])([F:16])[CH:13]([F:15])[F:14])(=O)=O.C(=O)([O-])[O-].[K+].[K+].[C:34](#[N:38])[CH2:35][C:36]#[N:37].O. Product: [F:24][C:8]([F:25])([C:9]([F:22])([F:23])[C:10]([F:20])([F:21])[C:11]([F:18])([F:19])[C:12]([F:16])([F:17])[CH:13]([F:14])[F:15])[CH2:7][CH:35]([C:34]#[N:38])[C:36]#[N:37]. (3) Reactant: [NH2:1][C:2]1[CH:3]=[C:4]([NH:8][C:9](=[O:11])[CH3:10])[CH:5]=[CH:6][CH:7]=1.[C:12]([O:16][C:17]([N:19]1[CH2:24][CH2:23][C:22](=O)[CH2:21][CH2:20]1)=[O:18])([CH3:15])([CH3:14])[CH3:13].C([BH3-])#N.[Na+]. Product: [C:12]([O:16][C:17]([N:19]1[CH2:24][CH2:23][CH:22]([NH:1][C:2]2[CH:7]=[CH:6][CH:5]=[C:4]([NH:8][C:9](=[O:11])[CH3:10])[CH:3]=2)[CH2:21][CH2:20]1)=[O:18])([CH3:15])([CH3:13])[CH3:14]. The catalyst class is: 32.